This data is from Full USPTO retrosynthesis dataset with 1.9M reactions from patents (1976-2016). The task is: Predict the reactants needed to synthesize the given product. (1) Given the product [N:1]1([CH2:7][CH2:8][O:9][C:10]2[CH:11]=[C:12]([NH2:17])[C:13]([NH2:16])=[CH:14][CH:15]=2)[CH2:6][CH2:5][O:4][CH2:3][CH2:2]1, predict the reactants needed to synthesize it. The reactants are: [N:1]1([CH2:7][CH2:8][O:9][C:10]2[CH:15]=[CH:14][C:13]([NH2:16])=[C:12]([N+:17]([O-])=O)[CH:11]=2)[CH2:6][CH2:5][O:4][CH2:3][CH2:2]1. (2) Given the product [F:20][C:14]1[C:15]([F:19])=[CH:16][CH:17]=[CH:18][C:13]=1[CH:11]([C:9]1[N:8]=[CH:7][NH:6][CH:10]=1)[CH3:12], predict the reactants needed to synthesize it. The reactants are: CN(C)S([N:6]1[CH:10]=[C:9]([CH:11]([C:13]2[CH:18]=[CH:17][CH:16]=[C:15]([F:19])[C:14]=2[F:20])[CH3:12])[N:8]=[C:7]1[Si](C(C)(C)C)(C)C)(=O)=O.N. (3) Given the product [N:1]1[N:2]([C:6]2[CH:7]=[C:8]([CH:9]=[CH:10][CH:11]=2)[CH:12]=[O:13])[N:3]=[CH:4][CH:5]=1, predict the reactants needed to synthesize it. The reactants are: [N:1]1[N:2]([C:6]2[CH:7]=[C:8]([CH2:12][OH:13])[CH:9]=[CH:10][CH:11]=2)[N:3]=[CH:4][CH:5]=1. (4) Given the product [CH2:1]([S:20][C:18]1[O:19][C:15]([C:13]2[O:14][C:10]([Br:9])=[CH:11][CH:12]=2)=[N:16][N:17]=1)[C:2]1[CH:7]=[CH:6][CH:5]=[CH:4][CH:3]=1, predict the reactants needed to synthesize it. The reactants are: [CH2:1](Br)[C:2]1[CH:7]=[CH:6][CH:5]=[CH:4][CH:3]=1.[Br:9][C:10]1[O:14][C:13]([C:15]2[O:19][C:18]([SH:20])=[N:17][N:16]=2)=[CH:12][CH:11]=1.C(N(CC)CC)C.[OH-].[Na+]. (5) Given the product [Cl:1][C:2]1[CH:3]=[CH:4][C:5]2[N:6]([C:8]([C:11]([C:13]3[CH:14]=[C:15]4[C:20](=[CH:21][C:22]=3[F:23])[N:19]=[CH:18][CH:17]=[CH:16]4)([OH:12])[CH3:24])=[CH:9][N:10]=2)[N:7]=1, predict the reactants needed to synthesize it. The reactants are: [Cl:1][C:2]1[CH:3]=[CH:4][C:5]2[N:6]([C:8]([C:11]([C:13]3[CH:14]=[C:15]4[C:20](=[CH:21][C:22]=3[F:23])[N:19]=[CH:18][CH:17]=[CH:16]4)=[O:12])=[CH:9][N:10]=2)[N:7]=1.[CH2:24]1COCC1.